From a dataset of Catalyst prediction with 721,799 reactions and 888 catalyst types from USPTO. Predict which catalyst facilitates the given reaction. (1) Reactant: C1(O)CCCC1.[H-].[Na+].[Cl:9][C:10]1[CH:11]=[CH:12][C:13]2[N:14]=[CH:15][N:16]=[C:17]([O:20][CH:21]3[CH2:26][CH2:25]O[CH2:23][CH2:22]3)[C:18]=2[N:19]=1. Product: [Cl:9][C:10]1[CH:11]=[CH:12][C:13]2[N:14]=[CH:15][N:16]=[C:17]([O:20][CH:21]3[CH2:26][CH2:25][CH2:23][CH2:22]3)[C:18]=2[N:19]=1. The catalyst class is: 18. (2) Product: [CH3:1][O:2][C:3]1[CH:8]=[CH:7][CH:6]=[CH:5][C:4]=1[CH:19]1[CH2:18][CH2:17][CH2:16][CH:20]1[OH:21]. The catalyst class is: 205. Reactant: [CH3:1][O:2][C:3]1[CH:8]=[CH:7][CH:6]=[CH:5][C:4]=1[Mg]Br.C1COCC1.[CH:16]12[O:21][CH:20]1[CH2:19][CH2:18][CH2:17]2.[NH4+].[Cl-]. (3) Product: [CH3:20][O:19][C:16]1[CH:17]=[CH:18][C:13]([CH2:12][N:9]2[CH2:8][CH2:7][N:6]3[C:21](=[O:22])[C:2]([NH:29][C:26]4[CH:27]=[CH:28][N:23]=[CH:24][N:25]=4)=[CH:3][CH:4]=[C:5]3[C:10]2=[O:11])=[CH:14][CH:15]=1. Reactant: Cl[C:2]1[C:21](=[O:22])[N:6]2[CH2:7][CH2:8][N:9]([CH2:12][C:13]3[CH:18]=[CH:17][C:16]([O:19][CH3:20])=[CH:15][CH:14]=3)[C:10](=[O:11])[C:5]2=[CH:4][CH:3]=1.[N:23]1[CH:28]=[CH:27][C:26]([NH2:29])=[N:25][CH:24]=1.CC(C)([O-])C.[Na+].CC(C1C=C(C(C)C)C(C2C=CC=CC=2P(C2CCCCC2)C2CCCCC2)=C(C(C)C)C=1)C. The catalyst class is: 62. (4) Reactant: [C:1]([NH:4][C:5]1[CH:13]=[CH:12][C:8]([C:9]([OH:11])=[O:10])=[CH:7][CH:6]=1)(=[O:3])[CH3:2].[N:14]1[CH:19]=[C:18]([CH:20]2[CH2:25][CH2:24][CH2:23][N:21]2[CH3:22])[CH:17]=[CH:16][CH:15]=1. Product: [C:1]([NH:4][C:5]1[CH:13]=[CH:12][C:8]([C:9]([OH:11])=[O:10])=[CH:7][CH:6]=1)(=[O:3])[CH3:2].[N:14]1[CH:19]=[C:18]([CH:20]2[CH2:25][CH2:24][CH2:23][N:21]2[CH3:22])[CH:17]=[CH:16][CH:15]=1. The catalyst class is: 1. (5) Reactant: Cl[C:2]1[CH:7]=[C:6]([N:8]2[C:12]3=[N:13][C:14]([NH:17][CH:18]4[CH2:23][CH2:22][CH:21]([OH:24])[CH2:20][CH2:19]4)=[CH:15][CH:16]=[C:11]3[N:10]=[CH:9]2)[CH:5]=[CH:4][N:3]=1.[O:25]1[CH:29]=[CH:28][C:27](B(O)O)=[CH:26]1.C([O-])([O-])=O.[Na+].[Na+].N#N. Product: [O:25]1[CH:29]=[CH:28][C:27]([C:2]2[CH:7]=[C:6]([N:8]3[C:12]4=[N:13][C:14]([NH:17][CH:18]5[CH2:23][CH2:22][CH:21]([OH:24])[CH2:20][CH2:19]5)=[CH:15][CH:16]=[C:11]4[N:10]=[CH:9]3)[CH:5]=[CH:4][N:3]=2)=[CH:26]1. The catalyst class is: 88. (6) Reactant: [C:1]([O:5][C:6]([N:8]1[CH2:11][C:10]([CH3:30])([C:12]([C:14]2[CH:15]=[C:16]3[C:25](=[CH:26][CH:27]=2)[O:24][CH2:23][C:22]2[N:17]3[C@H:18]([CH3:29])[C:19](=[O:28])[NH:20][N:21]=2)=[CH2:13])[CH2:9]1)=[O:7])([CH3:4])([CH3:3])[CH3:2]. Product: [C:1]([O:5][C:6]([N:8]1[CH2:11][C:10]([CH3:30])([CH:12]([C:14]2[CH:15]=[C:16]3[C:25](=[CH:26][CH:27]=2)[O:24][CH2:23][C:22]2[N:17]3[C@H:18]([CH3:29])[C:19](=[O:28])[NH:20][N:21]=2)[CH3:13])[CH2:9]1)=[O:7])([CH3:2])([CH3:3])[CH3:4]. The catalyst class is: 19. (7) Reactant: [CH3:1][C:2]([CH3:16])([CH3:15])[CH2:3][NH:4][C@H:5]([C:9]1[CH:14]=[CH:13][CH:12]=[CH:11][CH:10]=1)[C:6]([NH2:8])=[O:7].C(N(CC)CC)C.[Cl:24][C:25]1[CH:30]=[CH:29][C:28]([S:31](Cl)(=[O:33])=[O:32])=[CH:27][CH:26]=1. Product: [Cl:24][C:25]1[CH:30]=[CH:29][C:28]([S:31]([N:4]([CH:5]([C:9]2[CH:14]=[CH:13][CH:12]=[CH:11][CH:10]=2)[C:6]([NH2:8])=[O:7])[CH2:3][C:2]([CH3:16])([CH3:15])[CH3:1])(=[O:33])=[O:32])=[CH:27][CH:26]=1. The catalyst class is: 503.